Predict the reactants needed to synthesize the given product. From a dataset of Full USPTO retrosynthesis dataset with 1.9M reactions from patents (1976-2016). (1) Given the product [CH3:10][CH:11]([C:14]1[C:23]2[O:22][CH2:21][C:20]3=[C:33]([C:34]([O:36][CH2:37][CH3:38])=[O:35])[N:31]=[CH:32][N:19]3[C:18]=2[CH:17]=[CH:16][CH:15]=1)[CH:12]=[CH2:13], predict the reactants needed to synthesize it. The reactants are: P(Cl)(OCC)(OCC)=O.[CH3:10][CH:11]([C:14]1[C:23]2[O:22][CH2:21][C:20](=O)[NH:19][C:18]=2[CH:17]=[CH:16][CH:15]=1)[CH:12]=[CH2:13].CC(C)([O-])C.[K+].[N+:31]([CH2:33][C:34]([O:36][CH2:37][CH3:38])=[O:35])#[C-:32]. (2) Given the product [CH3:1][N:2]([CH3:21])[C:3]([C:5]1[N:10]=[C:9]2[CH2:11][CH2:12][NH:13][C:8]2=[CH:7][CH:6]=1)=[O:4], predict the reactants needed to synthesize it. The reactants are: [CH3:1][N:2]([CH3:21])[C:3]([C:5]1[N:10]=[C:9]2[CH2:11][CH2:12][N:13](C(OC(C)(C)C)=O)[C:8]2=[CH:7][CH:6]=1)=[O:4].FC(F)(F)C(O)=O. (3) Given the product [Si:36]([O:43][C:44]1[C:45]([F:54])=[C:46]([CH:47]([C:9]2[N:10]([C:12]([C:25]3[CH:26]=[CH:27][CH:28]=[CH:29][CH:30]=3)([C:13]3[CH:18]=[CH:17][CH:16]=[CH:15][CH:14]=3)[C:19]3[CH:20]=[CH:21][CH:22]=[CH:23][CH:24]=3)[CH:11]=[C:7]([C:1]3[CH:6]=[CH:5][CH:4]=[CH:3][CH:2]=3)[N:8]=2)[OH:48])[CH:49]=[C:50]([CH2:52][CH3:53])[CH:51]=1)([C:39]([CH3:40])([CH3:42])[CH3:41])([CH3:38])[CH3:37], predict the reactants needed to synthesize it. The reactants are: [C:1]1([C:7]2[N:8]=[CH:9][N:10]([C:12]([C:25]3[CH:30]=[CH:29][CH:28]=[CH:27][CH:26]=3)([C:19]3[CH:24]=[CH:23][CH:22]=[CH:21][CH:20]=3)[C:13]3[CH:18]=[CH:17][CH:16]=[CH:15][CH:14]=3)[CH:11]=2)[CH:6]=[CH:5][CH:4]=[CH:3][CH:2]=1.[Li]CCCC.[Si:36]([O:43][C:44]1[C:45]([F:54])=[C:46]([CH:49]=[C:50]([CH2:52][CH3:53])[CH:51]=1)[CH:47]=[O:48])([C:39]([CH3:42])([CH3:41])[CH3:40])([CH3:38])[CH3:37]. (4) Given the product [C:1]1([CH3:21])[CH:6]=[CH:5][CH:4]=[CH:3][C:2]=1[NH:7][C:8]1[O:9][C:10]2[CH:16]=[C:15]([CH2:17][C:18]([NH:55][C:56]3[CH:57]=[CH:58][C:59]([C@H:62]([CH3:69])[CH2:63][C:64]([OH:66])=[O:65])=[CH:60][CH:61]=3)=[O:20])[CH:14]=[CH:13][C:11]=2[N:12]=1, predict the reactants needed to synthesize it. The reactants are: [C:1]1([CH3:21])[CH:6]=[CH:5][CH:4]=[CH:3][C:2]=1[NH:7][C:8]1[O:9][C:10]2[CH:16]=[C:15]([CH2:17][C:18]([OH:20])=O)[CH:14]=[CH:13][C:11]=2[N:12]=1.F[P-](F)(F)(F)(F)F.N1(OC(N(C)C)=[N+](C)C)C2N=CC=CC=2N=N1.C(N(C(C)C)CC)(C)C.[NH2:55][C:56]1[CH:61]=[CH:60][C:59]([C@H:62]([CH3:69])[CH2:63][C:64]([O:66]CC)=[O:65])=[CH:58][CH:57]=1. (5) Given the product [Cl:1][C:2]1[CH:3]=[CH:4][C:5]([OH:11])=[C:6]([CH:10]=1)[C:7]([NH:12][C:13]1[CH:18]=[CH:17][CH:16]=[C:15]([CH3:19])[CH:14]=1)=[O:9], predict the reactants needed to synthesize it. The reactants are: [Cl:1][C:2]1[CH:10]=[C:6]([C:7]([OH:9])=O)[C:5]([OH:11])=[CH:4][CH:3]=1.[NH2:12][C:13]1[CH:18]=[CH:17][CH:16]=[C:15]([CH3:19])[CH:14]=1.O(CC)P(OP(OCC)OCC)OCC. (6) Given the product [CH2:1]([O:3][C:4](=[O:17])[C:5]1[CH:6]=[C:7]([C:8]([N:18]2[CH2:23][CH2:22][CH2:21][CH2:20][CH2:19]2)=[O:10])[CH:11]=[CH:12][C:13]=1[O:14][CH2:15][CH3:16])[CH3:2], predict the reactants needed to synthesize it. The reactants are: [CH2:1]([O:3][C:4](=[O:17])[C:5]1[CH:6]=[C:7]([CH:11]=[CH:12][C:13]=1[O:14][CH2:15][CH3:16])[C:8]([OH:10])=O)[CH3:2].[NH:18]1[CH2:23][CH2:22][CH2:21][CH2:20][CH2:19]1.CN(C(ON1N=NC2C=CC=CC1=2)=[N+](C)C)C.F[P-](F)(F)(F)(F)F.C(N(CC)C(C)C)(C)C. (7) Given the product [CH:41]1([N:33]([CH2:32][C:20]2[C:19]3[C:23](=[CH:24][CH:25]=[CH:26][C:18]=3[C:7]3[CH:12]=[CH:11][CH:10]=[CH:9][CH:8]=3)[N:22]([CH2:27][CH2:28][CH2:29][O:30][CH3:31])[CH:1]=2)[C:34](=[O:40])[O:35][C:36]([CH3:39])([CH3:38])[CH3:37])[CH2:43][CH2:42]1, predict the reactants needed to synthesize it. The reactants are: [C:1](=O)([O-])[O-].[K+].[K+].[C:7]1(B(O)O)[CH:12]=[CH:11][CH:10]=[CH:9][CH:8]=1.O.Br[C:18]1[CH:26]=[CH:25][CH:24]=[C:23]2[C:19]=1[C:20]([CH2:32][N:33]([CH:41]1[CH2:43][CH2:42]1)[C:34](=[O:40])[O:35][C:36]([CH3:39])([CH3:38])[CH3:37])=N[N:22]2[CH2:27][CH2:28][CH2:29][O:30][CH3:31]. (8) Given the product [OH:21][CH2:20][C@H:15]([NH:14][C:10]([C:8]1[CH:7]=[CH:6][C:5]2[O:1][CH2:2][O:3][C:4]=2[CH:9]=1)=[O:12])[CH2:16][CH:17]([CH3:19])[CH3:18], predict the reactants needed to synthesize it. The reactants are: [O:1]1[C:5]2[CH:6]=[CH:7][C:8]([C:10]([OH:12])=O)=[CH:9][C:4]=2[O:3][CH2:2]1.N[NH:14][C@@H:15]([CH2:20][OH:21])[CH2:16][CH:17]([CH3:19])[CH3:18]. (9) Given the product [CH3:1][C:2]([CH3:9])([CH3:8])[C:3](=[O:7])[C:4]([OH:6])=[O:5], predict the reactants needed to synthesize it. The reactants are: [CH3:1][C:2]([CH3:9])([CH3:8])[CH:3]([OH:7])[C:4]([OH:6])=[O:5].O=O.